This data is from Reaction yield outcomes from USPTO patents with 853,638 reactions. The task is: Predict the reaction yield, written as a fraction of the theoretical maximum amount of product (1.0 means a 100% yield; for example, 0.34 means a 34% yield). The reactants are [Br:1][C:2]1[CH:19]=[CH:18][C:5]([CH2:6][NH:7][C:8](=[O:17])[C:9]2[CH:14]=[CH:13][C:12]([Cl:15])=[CH:11][C:10]=2[OH:16])=[C:4]([F:20])[CH:3]=1.C([O-])([O-])=O.[K+].[K+].Br[CH2:28][C:29]([O:31][CH2:32][CH3:33])=[O:30]. The catalyst is CC(C)=O. The product is [CH2:32]([O:31][C:29](=[O:30])[CH2:28][O:16][C:10]1[CH:11]=[C:12]([Cl:15])[CH:13]=[CH:14][C:9]=1[C:8](=[O:17])[NH:7][CH2:6][C:5]1[CH:18]=[CH:19][C:2]([Br:1])=[CH:3][C:4]=1[F:20])[CH3:33]. The yield is 0.940.